This data is from Reaction yield outcomes from USPTO patents with 853,638 reactions. The task is: Predict the reaction yield, written as a fraction of the theoretical maximum amount of product (1.0 means a 100% yield; for example, 0.34 means a 34% yield). (1) The reactants are [NH2:1][CH2:2][CH2:3][CH2:4][NH:5][C:6]1[N:11]=[CH:10][C:9]([C:12]#[C:13][C:14]2[CH:15]=[C:16]([NH:20][C:21]([NH:23][C:24]3[CH:28]=[C:27]([C:29]([CH3:32])([CH3:31])[CH3:30])[O:26][N:25]=3)=[O:22])[CH:17]=[CH:18][CH:19]=2)=[CH:8][N:7]=1.[Si]([O:40][CH2:41][CH:42]=O)(C(C)(C)C)(C)C.[BH4-].[Na+].CO. The catalyst is C(Cl)Cl.CC(C)[O-].[Ti+4].CC(C)[O-].CC(C)[O-].CC(C)[O-]. The product is [C:29]([C:27]1[O:26][N:25]=[C:24]([NH:23][C:21]([NH:20][C:16]2[CH:17]=[CH:18][CH:19]=[C:14]([C:13]#[C:12][C:9]3[CH:8]=[N:7][C:6]([NH:5][CH2:4][CH2:3][CH2:2][NH:1][CH2:42][CH2:41][OH:40])=[N:11][CH:10]=3)[CH:15]=2)=[O:22])[CH:28]=1)([CH3:32])([CH3:31])[CH3:30]. The yield is 0.230. (2) The product is [CH:11]1([N:18]2[CH2:23][CH2:22][C:21]([S:31]([C:34]3[CH:35]=[CH:36][C:37]([C:40]4[CH:41]=[CH:42][C:43]([O:46][C:47]([F:51])([F:52])[CH:48]([F:49])[F:50])=[CH:44][CH:45]=4)=[CH:38][CH:39]=3)(=[O:33])=[O:32])([C:24]([NH:1][O:56][CH:53]3[CH2:7][CH2:6][CH2:5][CH2:4][O:55]3)=[O:25])[CH2:20][CH2:19]2)[CH2:12][CH2:13]1. The catalyst is C1C=CC=CC=1.CN(C=O)C.[Cl-].[NH4+]. The yield is 0.650. The reactants are [N:1]#N.F[C:4](F)(F)[CH:5](I)[CH2:6][CH3:7].[CH2:11]([N:18]1[CH2:23][CH2:22][C:21]([S:31]([C:34]2[CH:39]=[CH:38][C:37]([C:40]3[CH:45]=[CH:44][C:43]([O:46][C:47]([F:52])([F:51])[CH:48]([F:50])[F:49])=[CH:42][CH:41]=3)=[CH:36][CH:35]=2)(=[O:33])=[O:32])([C:24](OC(C)(C)C)=[O:25])[CH2:20][CH2:19]1)[C:12]1C=CC=C[CH:13]=1.[C:53]([O:56]CC)(=[O:55])C. (3) The reactants are N[C@@](C1C=CC2C(=CC=C(O[C@H]3CC[C@H](C(C)(C)C)CC3)C=2C2C=CC(OC(F)(F)F)=CC=2)C=1)(C)CO.[C:38]([C@H:42]1[CH2:47][CH2:46][C@H:45]([O:48][C:49]2[C:50]([C:66]3[CH:67]=[N:68][CH:69]=[N:70][CH:71]=3)=[C:51]3[C:56](=[CH:57][CH:58]=2)[CH:55]=[C:54]([C@:59]2([CH3:65])[CH2:63][O:62]C(=O)[NH:60]2)[CH:53]=[CH:52]3)[CH2:44][CH2:43]1)([CH3:41])([CH3:40])[CH3:39]. No catalyst specified. The product is [NH2:60][C@@:59]([C:54]1[CH:53]=[CH:52][C:51]2[C:56](=[CH:57][CH:58]=[C:49]([O:48][C@H:45]3[CH2:44][CH2:43][C@H:42]([C:38]([CH3:41])([CH3:40])[CH3:39])[CH2:47][CH2:46]3)[C:50]=2[C:66]2[CH:67]=[N:68][CH:69]=[N:70][CH:71]=2)[CH:55]=1)([CH3:65])[CH2:63][OH:62]. The yield is 0.480. (4) The reactants are [Br:1][C:2]1[C:10]([Br:11])=[C:9]([Br:12])[CH:8]=[C:7]2[C:3]=1[C:4]([CH3:15])([CH3:14])[C:5]([CH3:13])=[N:6]2.[I:16][CH3:17]. No catalyst specified. The product is [I-:16].[Br:1][C:2]1[C:10]([Br:11])=[C:9]([Br:12])[CH:8]=[C:7]2[C:3]=1[C:4]([CH3:15])([CH3:14])[C:5]([CH3:13])=[N+:6]2[CH3:17]. The yield is 0.470. (5) The reactants are [C:1]([C:3]([C:6]1[CH:7]=[C:8]([CH:31]=[CH:32][CH:33]=1)[C:9]([NH:11][C:12]1[CH:13]=[C:14]([CH:28]=[CH:29][CH:30]=1)[O:15][C:16]1[CH:17]=[CH:18][C:19]2[N:20]([CH:22]=[C:23](C(O)=O)[N:24]=2)[N:21]=1)=[O:10])([CH3:5])[CH3:4])#[N:2].C1(P(N=[N+]=[N-])(C2C=CC=CC=2)=[O:41])C=CC=CC=1.C([N:53]([CH2:56]C)CC)C.[C:58]([OH:62])([CH3:61])([CH3:60])[CH3:59]. No catalyst specified. The product is [C:1]([C:3]([C:6]1[CH:7]=[C:8]([CH:31]=[CH:32][CH:33]=1)[C:9]([NH:11][C:12]1[CH:13]=[C:14]([CH:28]=[CH:29][CH:30]=1)[O:15][C:16]1[CH:17]=[CH:18][C:19]2[N:20]([CH:22]=[C:23]([NH:53][C:56](=[O:41])[O:62][C:58]([CH3:61])([CH3:60])[CH3:59])[N:24]=2)[N:21]=1)=[O:10])([CH3:5])[CH3:4])#[N:2]. The yield is 0.710. (6) The reactants are NCCCCCCN.[CH2:9]([P:11]([CH2:18][CH2:19][CH:20]=[O:21])(=[O:17])[O:12][CH2:13][CH2:14][CH2:15][CH3:16])[CH3:10].[H][H]. The catalyst is [Ni].[OH-].[K+].O. The product is [CH2:9]([P:11]([CH2:18][CH2:19][CH2:20][OH:21])(=[O:17])[O:12][CH2:13][CH2:14][CH2:15][CH3:16])[CH3:10]. The yield is 0.830. (7) The reactants are [N+:1]([C:4]1[CH:5]=[C:6]2[C:10](=[CH:11][CH:12]=1)[NH:9][N:8]=[CH:7]2)([O-])=O. The catalyst is CO.[Pd]. The product is [NH:9]1[C:10]2[C:6](=[CH:5][C:4]([NH2:1])=[CH:12][CH:11]=2)[CH:7]=[N:8]1. The yield is 0.970.